Dataset: Forward reaction prediction with 1.9M reactions from USPTO patents (1976-2016). Task: Predict the product of the given reaction. (1) Given the reactants [CH:1]1[CH:9]=[CH:8][C:7]2[CH2:10][CH2:11][N:5]3[C:6]=2[C:2]=1[C@H:3]1[CH2:15][NH:14][CH2:13][CH2:12][C@H:4]13.[CH:16]1([C:19](Cl)=[O:20])[CH2:18][CH2:17]1, predict the reaction product. The product is: [CH:16]1([C:19]([N:14]2[CH2:13][CH2:12][C@H:4]3[N:5]4[CH2:11][CH2:10][C:7]5[CH:8]=[CH:9][CH:1]=[C:2]([C:6]4=5)[C@H:3]3[CH2:15]2)=[O:20])[CH2:18][CH2:17]1. (2) Given the reactants [CH2:1]([C:9]1[S:10][CH:11]=[C:12]([C:14]2[CH:19]=[CH:18][C:17]([CH2:20][NH2:21])=[CH:16][CH:15]=2)[N:13]=1)[CH2:2][CH2:3][CH2:4][CH2:5][CH2:6][CH2:7][CH3:8].C(OC(N1CC[C@H](O)[C@H]1C(O)=O)=O)(C)(C)C, predict the reaction product. The product is: [CH2:1]([C:9]1[S:10][CH:11]=[C:12]([C:14]2[CH:19]=[CH:18][C:17]([C:20]#[N:21])=[CH:16][CH:15]=2)[N:13]=1)[CH2:2][CH2:3][CH2:4][CH2:5][CH2:6][CH2:7][CH3:8]. (3) Given the reactants [C:1]([C:4]1[CH:12]=[CH:11][C:7]([C:8]([OH:10])=O)=[CH:6][CH:5]=1)(=[O:3])[CH3:2].C1C=CC2N(O)N=NC=2C=1.C(Cl)CCl.[CH3:27][O:28][C:29]1[CH:30]=[C:31]([CH:34]=[CH:35][CH:36]=1)[CH2:32][NH2:33], predict the reaction product. The product is: [C:1]([C:4]1[CH:5]=[CH:6][C:7]([C:8]([NH:33][CH2:32][C:31]2[CH:34]=[CH:35][CH:36]=[C:29]([O:28][CH3:27])[CH:30]=2)=[O:10])=[CH:11][CH:12]=1)(=[O:3])[CH3:2].